This data is from Full USPTO retrosynthesis dataset with 1.9M reactions from patents (1976-2016). The task is: Predict the reactants needed to synthesize the given product. (1) Given the product [CH2:24]([O:31][C:32]([NH:34][CH2:35][CH2:36][CH2:37][C@@H:38]([NH:41][C:42](=[O:64])[CH2:43][C@H:44]([O:56][CH2:57][C:58]1[CH:59]=[CH:60][CH:61]=[CH:62][CH:63]=1)[CH2:45][CH2:46][CH2:47][CH2:48][CH2:49][CH2:50][CH2:51][CH2:52][CH2:53][CH2:54][CH3:55])[CH2:39][O:40][CH:6]1[CH2:5][CH2:4][CH2:3][CH2:2][O:1]1)=[O:33])[C:25]1[CH:26]=[CH:27][CH:28]=[CH:29][CH:30]=1, predict the reactants needed to synthesize it. The reactants are: [O:1]1[CH:6]=[CH:5][CH2:4][CH2:3][CH2:2]1.C1(C)C=CC(S([O-])(=O)=O)=CC=1.[NH+]1C=CC=CC=1.[CH2:24]([O:31][C:32]([NH:34][CH2:35][CH2:36][CH2:37][C@@H:38]([NH:41][C:42](=[O:64])[CH2:43][C@H:44]([O:56][CH2:57][C:58]1[CH:63]=[CH:62][CH:61]=[CH:60][CH:59]=1)[CH2:45][CH2:46][CH2:47][CH2:48][CH2:49][CH2:50][CH2:51][CH2:52][CH2:53][CH2:54][CH3:55])[CH2:39][OH:40])=[O:33])[C:25]1[CH:30]=[CH:29][CH:28]=[CH:27][CH:26]=1. (2) Given the product [Cl:1][C:2]1[N:3]=[N:4][C:5]([Cl:9])=[CH:6][C:7]=1[S:12]([CH3:11])(=[O:14])=[O:13], predict the reactants needed to synthesize it. The reactants are: [Cl:1][C:2]1[N:3]=[N:4][C:5]([Cl:9])=[CH:6][C:7]=1Cl.[Na+].[CH3:11][S:12]([O-:14])=[O:13]. (3) The reactants are: [Cl:1][C:2]1[CH:3]=[C:4]2[C:8](=[CH:9][CH:10]=1)[NH:7][C:6]1[C@H:11]([CH2:15][CH:16]([CH3:18])[CH3:17])[NH:12][CH2:13][CH2:14][C:5]2=1.C(N(CC)C(C)C)(C)C.[C:28](Cl)(=[O:31])[CH:29]=[CH2:30]. Given the product [Cl:1][C:2]1[CH:3]=[C:4]2[C:8](=[CH:9][CH:10]=1)[NH:7][C:6]1[C@H:11]([CH2:15][CH:16]([CH3:18])[CH3:17])[N:12]([C:28](=[O:31])[CH:29]=[CH2:30])[CH2:13][CH2:14][C:5]2=1, predict the reactants needed to synthesize it. (4) Given the product [Br:1][C:2]1[CH:3]=[C:4]([CH:21]=[C:22]([S:35]([CH3:33])(=[O:37])=[O:36])[CH:23]=1)[CH2:5][O:6][C:7]1[CH:12]=[CH:11][CH:10]=[CH:9][C:8]=1[CH2:13][C:14]([O:16][C:17]([CH3:20])([CH3:19])[CH3:18])=[O:15], predict the reactants needed to synthesize it. The reactants are: [Br:1][C:2]1[CH:3]=[C:4]([CH:21]=[C:22](C(F)(F)F)[CH:23]=1)[CH2:5][O:6][C:7]1[CH:12]=[CH:11][CH:10]=[CH:9][C:8]=1[CH2:13][C:14]([O:16][C:17]([CH3:20])([CH3:19])[CH3:18])=[O:15].BrC1C=C(CO)C=[C:33]([S:35](C)(=[O:37])=[O:36])C=1. (5) The reactants are: [CH:1]([N:4]1[CH2:9][CH2:8][N:7]([C:10]([C:12]2[CH:13]=[C:14]3[C:18](=[CH:19][CH:20]=2)[NH:17][C:16]([C:21]([OH:23])=O)=[CH:15]3)=[O:11])[CH2:6][CH2:5]1)([CH3:3])[CH3:2].Cl.F[B-](F)(F)F.N1(OC(N(C)C)=[N+](C)C)C2C=CC=CC=2N=N1.[OH:47][CH:48]1[CH2:53][CH2:52][NH:51][CH2:50][CH2:49]1.C(N(CC)C(C)C)(C)C. Given the product [OH:47][CH:48]1[CH2:53][CH2:52][N:51]([C:21]([C:16]2[NH:17][C:18]3[C:14]([CH:15]=2)=[CH:13][C:12]([C:10]([N:7]2[CH2:6][CH2:5][N:4]([CH:1]([CH3:3])[CH3:2])[CH2:9][CH2:8]2)=[O:11])=[CH:20][CH:19]=3)=[O:23])[CH2:50][CH2:49]1, predict the reactants needed to synthesize it.